Dataset: Forward reaction prediction with 1.9M reactions from USPTO patents (1976-2016). Task: Predict the product of the given reaction. (1) Given the reactants [N+:1]([C:4]1[CH:5]=[N:6][NH:7][CH:8]=1)([O-:3])=[O:2].[H-].[Na+].Br[CH:12]([CH2:17][CH2:18]Br)[C:13]([O:15][CH3:16])=[O:14].O, predict the reaction product. The product is: [N+:1]([C:4]1[CH:5]=[N:6][N:7]([C:12]2([C:13]([O:15][CH3:16])=[O:14])[CH2:18][CH2:17]2)[CH:8]=1)([O-:3])=[O:2]. (2) Given the reactants [CH3:1][C:2]1[CH:7]=[CH:6][C:5]([C:8]2[CH2:9][CH2:10][NH:11][CH2:12][CH:13]=2)=[C:4]([CH:14]2[CH2:19][C:18]([CH3:21])([CH3:20])[CH2:17][C:16]([CH3:23])([CH3:22])[CH2:15]2)[CH:3]=1.[CH:24](=O)[CH2:25][CH3:26].C(O[BH-](OC(=O)C)OC(=O)C)(=O)C.[Na+].C(O)(=O)C.C(=O)([O-])O.[Na+], predict the reaction product. The product is: [CH3:1][C:2]1[CH:7]=[CH:6][C:5]([C:8]2[CH2:13][CH2:12][N:11]([CH2:24][CH2:25][CH3:26])[CH2:10][CH:9]=2)=[C:4]([CH:14]2[CH2:19][C:18]([CH3:21])([CH3:20])[CH2:17][C:16]([CH3:23])([CH3:22])[CH2:15]2)[CH:3]=1. (3) Given the reactants [Cl:1][C:2]1[CH:32]=[CH:31][CH:30]=[C:29]([C:33]([F:36])([F:35])[F:34])[C:3]=1[C:4]([N:6]1[C:14]2[C:9](=NC=[C:12]([C:15](O)=[O:16])[CH:13]=2)[C:8]([C:18]2[CH:23]=[CH:22][C:21]([C:24]([O:26][CH3:27])=[O:25])=[CH:20][C:19]=2F)=[N:7]1)=[O:5].[NH:37]1[CH2:42][CH2:41][O:40][CH2:39][CH2:38]1.[CH2:43]1CN([P+](ON2N=NC3C=CC=NC2=3)(N2CCCC2)N2CCCC2)C[CH2:44]1.F[P-](F)(F)(F)(F)F, predict the reaction product. The product is: [Cl:1][C:2]1[CH:32]=[CH:31][CH:30]=[C:29]([C:33]([F:34])([F:35])[F:36])[C:3]=1[C:4]([N:6]1[C:14]2[C:9](=[CH:43][CH:44]=[C:12]([C:15]([N:37]3[CH2:42][CH2:41][O:40][CH2:39][CH2:38]3)=[O:16])[CH:13]=2)[C:8]([C:18]2[CH:23]=[CH:22][C:21]([C:24]([O:26][CH3:27])=[O:25])=[CH:20][CH:19]=2)=[N:7]1)=[O:5].